Dataset: Full USPTO retrosynthesis dataset with 1.9M reactions from patents (1976-2016). Task: Predict the reactants needed to synthesize the given product. (1) Given the product [CH:1]1([C:4]([N:6]2[CH2:10][CH2:9][C@@H:8]([CH2:11][NH:12][C:13]3[C:14]([NH2:20])=[CH:15][CH:16]=[C:17]([CH3:19])[CH:18]=3)[CH2:7]2)=[O:5])[CH2:3][CH2:2]1, predict the reactants needed to synthesize it. The reactants are: [CH:1]1([C:4]([N:6]2[CH2:10][CH2:9][C@@H:8]([CH2:11][NH:12][C:13]3[CH:18]=[C:17]([CH3:19])[CH:16]=[CH:15][C:14]=3[N+:20]([O-])=O)[CH2:7]2)=[O:5])[CH2:3][CH2:2]1.O.O.Cl[Sn]Cl.C([O-])([O-])=O.[Na+].[Na+]. (2) Given the product [CH2:22]([O:14][C:13](=[O:15])[CH2:12][CH2:11][CH2:10][CH2:9][NH:8][C:6]([O:5][C:1]([CH3:4])([CH3:2])[CH3:3])=[O:7])[C:23]1[CH:28]=[CH:27][CH:26]=[CH:25][CH:24]=1, predict the reactants needed to synthesize it. The reactants are: [C:1]([O:5][C:6]([NH:8][CH2:9][CH2:10][CH2:11][CH2:12][C:13]([OH:15])=[O:14])=[O:7])([CH3:4])([CH3:3])[CH3:2].C([O-])([O-])=O.[Cs+].[Cs+].[CH2:22](Br)[C:23]1[CH:28]=[CH:27][CH:26]=[CH:25][CH:24]=1. (3) Given the product [CH2:19]([N:26]1[C:30]2[C:31]([Cl:35])=[N:32][CH:33]=[CH:34][C:29]=2[N:28]=[C:27]1[N:4]1[CH2:5][CH2:6][N:1]([C:7]([O:9][C:10]([CH3:13])([CH3:12])[CH3:11])=[O:8])[CH2:2][CH2:3]1)[C:20]1[CH:21]=[CH:22][CH:23]=[CH:24][CH:25]=1, predict the reactants needed to synthesize it. The reactants are: [N:1]1([C:7]([O:9][C:10]([CH3:13])([CH3:12])[CH3:11])=[O:8])[CH2:6][CH2:5][NH:4][CH2:3][CH2:2]1.CN(C)C=O.[CH2:19]([N:26]1[C:30]2[C:31]([Cl:35])=[N:32][CH:33]=[CH:34][C:29]=2[NH:28][CH:27]1Cl)[C:20]1[CH:25]=[CH:24][CH:23]=[CH:22][CH:21]=1. (4) Given the product [CH:14]1([CH2:17][O:13][C:6]2[CH:5]=[C:4]([F:3])[C:9]([CH2:10][OH:11])=[C:8]([F:12])[CH:7]=2)[CH2:16][CH2:15]1, predict the reactants needed to synthesize it. The reactants are: [H-].[Na+].[F:3][C:4]1[CH:5]=[C:6]([OH:13])[CH:7]=[C:8]([F:12])[C:9]=1[CH2:10][OH:11].[CH:14]1([CH2:17]Br)[CH2:16][CH2:15]1. (5) Given the product [CH2:13]([O:20][C@@H:21]1[C@@H:28]([O:29][CH2:30][C:31]2[CH:32]=[CH:33][CH:34]=[CH:35][CH:36]=2)[C@H:27]([O:37][CH2:38][C:39]2[CH:40]=[CH:41][CH:42]=[CH:43][CH:44]=2)[C@@H:26]([CH2:45][O:46][C:52]2[CH:51]=[CH:50][CH:49]=[C:48]([Br:47])[CH:53]=2)[O:25][C@@H:22]1[O:23][CH3:24])[C:14]1[CH:19]=[CH:18][CH:17]=[CH:16][CH:15]=1, predict the reactants needed to synthesize it. The reactants are: CCOC(/N=N/C(OCC)=O)=O.[CH2:13]([O:20][C@@H:21]1[C@@H:28]([O:29][CH2:30][C:31]2[CH:36]=[CH:35][CH:34]=[CH:33][CH:32]=2)[C@H:27]([O:37][CH2:38][C:39]2[CH:44]=[CH:43][CH:42]=[CH:41][CH:40]=2)[C@@H:26]([CH2:45][OH:46])[O:25][C@@H:22]1[O:23][CH3:24])[C:14]1[CH:19]=[CH:18][CH:17]=[CH:16][CH:15]=1.[Br:47][C:48]1[CH:49]=[C:50](O)[CH:51]=[CH:52][CH:53]=1.C1(P(C2C=CC=CC=2)C2C=CC=CC=2)C=CC=CC=1. (6) Given the product [Cl:1][C:2]1[C:20]([CH3:21])=[CH:19][C:5]([O:6][CH2:7][CH2:8][CH2:9][C:10]2[C:18]3[C:13](=[CH:14][CH:15]=[CH:16][CH:17]=3)[N:12]([CH:24]([C:30]3[CH:35]=[CH:34][CH:33]=[CH:32][CH:31]=3)[C:25]([OH:27])=[O:26])[CH:11]=2)=[CH:4][C:3]=1[CH3:22], predict the reactants needed to synthesize it. The reactants are: [Cl:1][C:2]1[C:20]([CH3:21])=[CH:19][C:5]([O:6][CH2:7][CH2:8][CH2:9][C:10]2[C:18]3[C:13](=[CH:14][CH:15]=[CH:16][CH:17]=3)[NH:12][CH:11]=2)=[CH:4][C:3]=1[CH3:22].Br[CH:24]([C:30]1[CH:35]=[CH:34][CH:33]=[CH:32][CH:31]=1)[C:25]([O:27]CC)=[O:26]. (7) Given the product [Cl:25][C:26]1[CH:31]=[CH:30][C:29]([CH2:32][S:33]([NH:36][C:22]([CH:19]2[CH2:18][CH2:17][N:16]([C:4]3[C:3]([C:1]#[N:2])=[CH:8][C:7]([C:9]([O:11][CH2:12][CH3:13])=[O:10])=[C:6]([O:14][CH3:15])[N:5]=3)[CH2:21][CH2:20]2)=[O:23])(=[O:34])=[O:35])=[CH:28][CH:27]=1, predict the reactants needed to synthesize it. The reactants are: [C:1]([C:3]1[C:4]([N:16]2[CH2:21][CH2:20][CH:19]([C:22](O)=[O:23])[CH2:18][CH2:17]2)=[N:5][C:6]([O:14][CH3:15])=[C:7]([C:9]([O:11][CH2:12][CH3:13])=[O:10])[CH:8]=1)#[N:2].[Cl:25][C:26]1[CH:31]=[CH:30][C:29]([CH2:32][S:33]([NH2:36])(=[O:35])=[O:34])=[CH:28][CH:27]=1.